From a dataset of Reaction yield outcomes from USPTO patents with 853,638 reactions. Predict the reaction yield, written as a fraction of the theoretical maximum amount of product (1.0 means a 100% yield; for example, 0.34 means a 34% yield). The product is [CH2:1]([CH:4]1[CH2:9][CH2:8][CH:7]([C:10]([OH:14])=[O:11])[CH2:6][CH2:5]1)[C:2]#[CH:3]. The yield is 0.950. The catalyst is C(#N)C.O. The reactants are [CH2:1]([C@H:4]1[CH2:9][CH2:8][C@H:7]([CH2:10][OH:11])[CH2:6][CH2:5]1)[C:2]#[CH:3].C(OC1C(OC(=O)C)=C(I)C=CC=1)(=[O:14])C.CC1(C)N([O])C(C)(C)CCC1.